This data is from Catalyst prediction with 721,799 reactions and 888 catalyst types from USPTO. The task is: Predict which catalyst facilitates the given reaction. (1) Reactant: [Si]([O:8][CH2:9][CH2:10][CH2:11][CH2:12][CH2:13][CH:14]([C:22]([O:24][C:25]([CH3:28])([CH3:27])[CH3:26])=[O:23])[C:15]([O:17][C:18]([CH3:21])([CH3:20])[CH3:19])=[O:16])(C(C)(C)C)(C)C.CCCC[N+](CCCC)(CCCC)CCCC.[F-]. Product: [OH:8][CH2:9][CH2:10][CH2:11][CH2:12][CH2:13][CH:14]([C:15]([O:17][C:18]([CH3:21])([CH3:20])[CH3:19])=[O:16])[C:22]([O:24][C:25]([CH3:27])([CH3:28])[CH3:26])=[O:23]. The catalyst class is: 1. (2) Reactant: C([O:3][C:4](=[O:29])[C:5]1[CH:10]=[CH:9][C:8]([C:11]2[CH2:15][C:14]([C:20]3[CH:25]=[C:24]([Cl:26])[CH:23]=[C:22]([Cl:27])[CH:21]=3)([C:16]([F:19])([F:18])[F:17])[O:13][N:12]=2)=[CH:7][C:6]=1[CH3:28])C.[OH-].[Na+]. Product: [Cl:27][C:22]1[CH:21]=[C:20]([C:14]2([C:16]([F:18])([F:17])[F:19])[O:13][N:12]=[C:11]([C:8]3[CH:9]=[CH:10][C:5]([C:4]([OH:29])=[O:3])=[C:6]([CH3:28])[CH:7]=3)[CH2:15]2)[CH:25]=[C:24]([Cl:26])[CH:23]=1. The catalyst class is: 40. (3) Reactant: Cl.[NH2:2][C@@H:3]1[C:9](=[O:10])[NH:8][C:7]2[CH:11]=[CH:12][CH:13]=[CH:14][C:6]=2[NH:5][CH2:4]1.C1C=CC2N(O)N=NC=2C=1.[N:25]([C:32]([O:34][C:35]([CH3:38])([CH3:37])[CH3:36])=[O:33])([CH3:31])[C@H:26]([C:28](O)=[O:29])[CH3:27].CCN(C(C)C)C(C)C.C1CN(C(ON2N=NC3C2=CC=CC=3)=[N+]2CCCC2)CC1.F[P-](F)(F)(F)(F)F. Product: [C:35]([O:34][C:32](=[O:33])[N:25]([CH3:31])[C@H:26]([C:28](=[O:29])[NH:2][C@@H:3]1[C:9](=[O:10])[NH:8][C:7]2[CH:11]=[CH:12][CH:13]=[CH:14][C:6]=2[NH:5][CH2:4]1)[CH3:27])([CH3:36])([CH3:38])[CH3:37]. The catalyst class is: 303. (4) Reactant: [NH2:1][CH:2]1[CH2:7][CH2:6][N:5]([C:8]([O:10][C:11]([CH3:14])([CH3:13])[CH3:12])=[O:9])[CH2:4][CH2:3]1.CCN(C(C)C)C(C)C.F[C:25]1[CH:30]=[CH:29][CH:28]=[CH:27][C:26]=1[N+:31]([O-:33])=[O:32].C(O)(=O)CC(CC(O)=O)(C(O)=O)O. Product: [C:11]([O:10][C:8]([N:5]1[CH2:4][CH2:3][CH:2]([NH:1][C:25]2[CH:30]=[CH:29][CH:28]=[CH:27][C:26]=2[N+:31]([O-:33])=[O:32])[CH2:7][CH2:6]1)=[O:9])([CH3:14])([CH3:13])[CH3:12]. The catalyst class is: 3. (5) The catalyst class is: 55. Product: [NH2:7][C:8]1[CH:13]=[CH:12][CH:11]=[CH:10][C:9]=1[NH:14][C:15]([C:17]1[S:21][C:20]2[CH:22]=[CH:23][C:24]([O:26][CH2:27][C:28]3[CH:33]=[CH:32][CH:31]=[CH:30][N:29]=3)=[CH:25][C:19]=2[CH:18]=1)=[O:16]. Reactant: C(OC(=O)[NH:7][C:8]1[CH:13]=[CH:12][CH:11]=[CH:10][C:9]=1[NH:14][C:15]([C:17]1[S:21][C:20]2[CH:22]=[CH:23][C:24]([O:26][CH2:27][C:28]3[CH:33]=[CH:32][CH:31]=[CH:30][N:29]=3)=[CH:25][C:19]=2[CH:18]=1)=[O:16])(C)(C)C.C(=O)(O)[O-].[Na+]. (6) Reactant: [Br:1][C:2]1[CH:7]=[C:6]([F:8])[CH:5]=[CH:4][C:3]=1[OH:9].C(=O)([O-])[O-].[K+].[K+].Br[CH2:17][C:18]([O:20][C:21]([CH3:24])([CH3:23])[CH3:22])=[O:19]. Product: [C:21]([O:20][C:18](=[O:19])[CH2:17][O:9][C:3]1[CH:4]=[CH:5][C:6]([F:8])=[CH:7][C:2]=1[Br:1])([CH3:24])([CH3:23])[CH3:22]. The catalyst class is: 3. (7) Reactant: [NH2:1][C:2]1[C:7]([C:8]#[N:9])=[C:6](Cl)[N:5]=[CH:4][N:3]=1.[Br:11][C:12]1[C:17]2[N:18]([CH3:24])[C:19]([C@@H:21]([NH2:23])[CH3:22])=[N:20][C:16]=2[CH:15]=[CH:14][C:13]=1[F:25].CCN(C(C)C)C(C)C.O. Product: [NH2:1][C:2]1[C:7]([C:8]#[N:9])=[C:6]([NH:23][C@H:21]([C:19]2[N:18]([CH3:24])[C:17]3[C:12]([Br:11])=[C:13]([F:25])[CH:14]=[CH:15][C:16]=3[N:20]=2)[CH3:22])[N:5]=[CH:4][N:3]=1. The catalyst class is: 41. (8) Product: [CH2:5]([O:8][C:9]1[CH:14]=[C:13]([F:15])[CH:12]=[CH:11][C:10]=1[NH2:16])[CH:6]=[CH2:7]. Reactant: O.[Sn](Cl)Cl.[CH2:5]([O:8][C:9]1[CH:14]=[C:13]([F:15])[CH:12]=[CH:11][C:10]=1[N+:16]([O-])=O)[CH:6]=[CH2:7].C(N(CC)CC)C. The catalyst class is: 13.